From a dataset of Forward reaction prediction with 1.9M reactions from USPTO patents (1976-2016). Predict the product of the given reaction. (1) Given the reactants [Cl:1][C:2]1[N:3]=[C:4](Cl)[C:5]2[S:10][CH:9]=[C:8]([CH3:11])[C:6]=2[N:7]=1.[CH2:13]([NH2:20])[CH2:14][CH2:15][CH2:16][CH2:17][CH2:18][CH3:19], predict the reaction product. The product is: [Cl:1][C:2]1[N:3]=[C:4]([NH:20][CH2:13][CH2:14][CH2:15][CH2:16][CH2:17][CH2:18][CH3:19])[C:5]2[S:10][CH:9]=[C:8]([CH3:11])[C:6]=2[N:7]=1. (2) Given the reactants [CH2:1]([N:4]1[C:12](=[O:13])[C:11]2[C:6](=[N:7][C:8](SC)=[N:9][CH:10]=2)[N:5]1[C:16]1[CH:21]=[CH:20][CH:19]=[CH:18][N:17]=1)[CH:2]=[CH2:3].[NH2:22][C:23]1[CH:24]=[CH:25][C:26]([N:31]2[CH2:36][CH2:35][N:34]([CH3:37])[CH2:33][CH2:32]2)=[C:27]([CH2:29][OH:30])[CH:28]=1, predict the reaction product. The product is: [OH:30][CH2:29][C:27]1[CH:28]=[C:23]([NH:22][C:8]2[N:7]=[C:6]3[N:5]([C:16]4[CH:21]=[CH:20][CH:19]=[CH:18][N:17]=4)[N:4]([CH2:1][C:2]#[CH:3])[C:12](=[O:13])[C:11]3=[CH:10][N:9]=2)[CH:24]=[CH:25][C:26]=1[N:31]1[CH2:32][CH2:33][N:34]([CH3:37])[CH2:35][CH2:36]1.